From a dataset of Antibody paratope prediction from SAbDab with 1,023 antibody chains. Token-level Classification. Given an antibody amino acid sequence, predict which amino acid positions are active in antigen binding. Output is a list of indices for active paratope positions. (1) Given the antibody sequence: AQVLTQTTSPVSAAVGSTVTISCQSSQSVRTNKLAWFQQKPGQPPKRLIYSASTLDFGVPSRFSASGSGTQFTLTISDVQCDDAATYYCLGYFDCSIADCVAFGGGTEVVVK, which amino acid positions are active in antigen binding (paratope)? The paratope positions are: [30, 96, 97, 98, 99]. (2) Given the antibody sequence: DVVMTQTPLTLSVTIGQPASISCKSSQSLLDSDGKTYLNWLLQRPGQSPKRLIYLVSKLDSGVPDRFTGSGSGTDFTLKISRVEAEDLGVYYCWQGSHFPYTFGGGTKLEIK, which amino acid positions are active in antigen binding (paratope)? The paratope positions are: [30, 31, 32, 33, 34]. (3) Given the antibody sequence: NVLTQSPAIMAASPGEKVTMTCSASSSVSSGNFHWYQQKPGTSPKLWIYRTSNLASGVPARFSGSGSGTSYSLTISSMEAEDAATYYCQQWSGYPWTFGGGTKLEIK, which amino acid positions are active in antigen binding (paratope)? The paratope positions are: [29]. (4) Given the antibody sequence: EVQLLESGGGLVQPGGSLRLSCAASGFTFSSYAMSWVRQAPGKGLEWVSTISSGGSYTSYPDSVKGRFTISRDNSKNTLYLQMNSLRAEDTAVYYCAKQDYAMNYWGQGTLVTVSS, which amino acid positions are active in antigen binding (paratope)? The paratope positions are: [52, 83, 84, 85]. (5) Given the antibody sequence: EVQLVESGGGLVQPGGSLRLSCVTSGFTFRKFGMSWVRQAPGKGLEWVASIVTGGRKTYYSDSVKGRFTISRDNSKNTLYLQMNSLRAEDTAVYYCTRGYSSTSYAMDYWGQGTLVTVSS, which amino acid positions are active in antigen binding (paratope)? The paratope positions are: [52, 83, 84, 85, 104, 105, 106]. (6) Given the antibody sequence: QVQLKQSGPGLVQPSQSLSITCTVSGLSLTSYGVHWVRQSPGKGLEWLGVIWSGGNTDYNAAFISRLSISKDNSKNQVFFKMNSLRADDTAIYYCAIYYRYGAYWGQGTLVTVS, which amino acid positions are active in antigen binding (paratope)? The paratope positions are: [82, 83, 84].